Dataset: Catalyst prediction with 721,799 reactions and 888 catalyst types from USPTO. Task: Predict which catalyst facilitates the given reaction. (1) Reactant: Cl.Cl.[NH:3]1[CH2:8][CH2:7][CH:6](/[CH:9]=[C:10]2/[C:11]([NH:16][CH2:17][C:18]#[CH:19])=[N:12][C:13](=[O:15])[S:14]/2)[CH2:5][CH2:4]1.C(=O)([O-])[O-].[K+].[K+].Br[CH2:27][C:28]1[CH:33]=[C:32]([C:34]([F:37])([F:36])[F:35])[CH:31]=[CH:30][C:29]=1[C:38]([F:41])([F:40])[F:39].O. Product: [F:39][C:38]([F:40])([F:41])[C:29]1[CH:30]=[CH:31][C:32]([C:34]([F:37])([F:35])[F:36])=[CH:33][C:28]=1[CH2:27][N:3]1[CH2:8][CH2:7][CH:6](/[CH:9]=[C:10]2/[C:11]([NH:16][CH2:17][C:18]#[CH:19])=[N:12][C:13](=[O:15])[S:14]/2)[CH2:5][CH2:4]1. The catalyst class is: 3. (2) Reactant: [O:1]=[C:2]1[N:7]([CH2:8][O:9][CH2:10][CH2:11][Si:12]([CH3:15])([CH3:14])[CH3:13])[N:6]=[C:5](B(O)O)[CH:4]=[C:3]1[C:19]1[N:23]([CH2:24][O:25][CH2:26][CH2:27][Si:28]([CH3:31])([CH3:30])[CH3:29])[C:22]2[CH:32]=[CH:33][CH:34]=[CH:35][C:21]=2[N:20]=1.[Cl:36][C:37]1[N:42]=[C:41](Cl)[CH:40]=[CH:39][N:38]=1.C(=O)([O-])[O-].[Cs+].[Cs+]. Product: [Cl:36][C:37]1[N:42]=[C:41]([C:5]2[CH:4]=[C:3]([C:19]3[N:23]([CH2:24][O:25][CH2:26][CH2:27][Si:28]([CH3:31])([CH3:30])[CH3:29])[C:22]4[CH:32]=[CH:33][CH:34]=[CH:35][C:21]=4[N:20]=3)[C:2](=[O:1])[N:7]([CH2:8][O:9][CH2:10][CH2:11][Si:12]([CH3:15])([CH3:14])[CH3:13])[N:6]=2)[CH:40]=[CH:39][N:38]=1. The catalyst class is: 127. (3) Reactant: [OH:1][C:2]1[CH:7]=[CH:6][C:5]([CH2:8][CH2:9][C:10]([OH:12])=O)=[CH:4][CH:3]=1.[F:13][C:14]1[CH:28]=[C:27]([F:29])[CH:26]=[CH:25][C:15]=1[CH2:16][NH:17][CH2:18][CH2:19][CH2:20][CH2:21][CH2:22][CH2:23][CH3:24].CN(C(ON1N=NC2C=CC=CC1=2)=[N+](C)C)C.[B-](F)(F)(F)F.CCN(C(C)C)C(C)C.C(=O)([O-])O.[Na+]. Product: [F:13][C:14]1[CH:28]=[C:27]([F:29])[CH:26]=[CH:25][C:15]=1[CH2:16][N:17]([CH2:18][CH2:19][CH2:20][CH2:21][CH2:22][CH2:23][CH3:24])[C:10](=[O:12])[CH2:9][CH2:8][C:5]1[CH:4]=[CH:3][C:2]([OH:1])=[CH:7][CH:6]=1. The catalyst class is: 39. (4) Reactant: [CH2:1]([O:3][C:4]([C:6]1[N:7]=[C:8]([C:18]2[CH:23]=[CH:22][C:21]([C:24]([F:27])([F:26])[F:25])=[CH:20][CH:19]=2)[O:9][C:10]=1[C:11]1[CH:16]=[CH:15][C:14]([OH:17])=[CH:13][CH:12]=1)=[O:5])[CH3:2].[S:28](O[S:28]([C:31]([F:34])([F:33])[F:32])(=[O:30])=[O:29])([C:31]([F:34])([F:33])[F:32])(=[O:30])=[O:29].C(N(CC)CC)C. Product: [CH2:1]([O:3][C:4]([C:6]1[N:7]=[C:8]([C:18]2[CH:23]=[CH:22][C:21]([C:24]([F:26])([F:27])[F:25])=[CH:20][CH:19]=2)[O:9][C:10]=1[C:11]1[CH:12]=[CH:13][C:14]([O:17][S:28]([C:31]([F:34])([F:33])[F:32])(=[O:30])=[O:29])=[CH:15][CH:16]=1)=[O:5])[CH3:2]. The catalyst class is: 4. (5) Reactant: [NH:1]1[C:5]([CH:6]=[O:7])=[CH:4][N:3]=[CH:2]1.C(=O)([O-])[O-].[K+].[K+].[CH2:14](I)[CH3:15].O. Product: [CH2:14]([N:1]1[C:5]([CH:6]=[O:7])=[CH:4][N:3]=[CH:2]1)[CH3:15].[CH2:14]([N:3]1[CH:4]=[C:5]([CH:6]=[O:7])[N:1]=[CH:2]1)[CH3:15]. The catalyst class is: 42. (6) Reactant: Br[CH2:2][C:3]1[N:13]([CH2:14][C:15]([CH3:18])([CH3:17])[CH3:16])[C:6]2[N:7]=[C:8]([C:11]#[N:12])[N:9]=[CH:10][C:5]=2[CH:4]=1.CN(C=O)C.[Cl:24][C:25]1[CH:30]=[CH:29][C:28]([OH:31])=[CH:27][N:26]=1.C([O-])([O-])=O.[K+].[K+]. Product: [Cl:24][C:25]1[N:26]=[CH:27][C:28]([O:31][CH2:2][C:3]2[N:13]([CH2:14][C:15]([CH3:18])([CH3:17])[CH3:16])[C:6]3[N:7]=[C:8]([C:11]#[N:12])[N:9]=[CH:10][C:5]=3[CH:4]=2)=[CH:29][CH:30]=1. The catalyst class is: 58. (7) Reactant: [CH3:1][C:2]1[CH:9]=[CH:8][C:7]([C@H:10]2[CH2:15][CH2:14][CH2:13][N:12]([C:16]([C:18]3[S:22][C:21]([C:23]4[CH:28]=[CH:27][C:26]([C:29]([F:32])([F:31])[F:30])=[CH:25][CH:24]=4)=[N:20][C:19]=3[CH3:33])=[O:17])[CH2:11]2)=[CH:6][C:3]=1[C:4]#[N:5].C[Sn]([N:38]=[N+:39]=[N-:40])(C)C. Product: [CH3:1][C:2]1[CH:9]=[CH:8][C:7]([CH:10]2[CH2:15][CH2:14][CH2:13][N:12]([C:16]([C:18]3[S:22][C:21]([C:23]4[CH:24]=[CH:25][C:26]([C:29]([F:32])([F:30])[F:31])=[CH:27][CH:28]=4)=[N:20][C:19]=3[CH3:33])=[O:17])[CH2:11]2)=[CH:6][C:3]=1[C:4]1[NH:40][N:39]=[N:38][N:5]=1. The catalyst class is: 715.